From a dataset of Forward reaction prediction with 1.9M reactions from USPTO patents (1976-2016). Predict the product of the given reaction. (1) Given the reactants [F:1][C:2]1[CH:3]=[C:4]([C:8]2[C:12]([CH2:13][N:14]3C(=O)C4C(=CC=CC=4)C3=O)=[C:11]([CH3:25])[O:10][N:9]=2)[CH:5]=[CH:6][CH:7]=1.FC1C=CC(C2C(CN3C(=O)C4C(=CC=CC=4)C3=O)=C(C)ON=2)=CC=1, predict the reaction product. The product is: [F:1][C:2]1[CH:3]=[C:4]([C:8]2[C:12]([CH2:13][NH2:14])=[C:11]([CH3:25])[O:10][N:9]=2)[CH:5]=[CH:6][CH:7]=1. (2) Given the reactants [O:1]=[C:2]1[NH:7][C:6]2[CH:8]=[C:9]([C:12](OC)=[O:13])[CH:10]=[N:11][C:5]=2[N:4]2[CH2:16][CH2:17][CH2:18][C@@H:3]12.[H-].[Na+].[H-].[H-].[H-].[H-].[Li+].[Al+3], predict the reaction product. The product is: [OH:13][CH2:12][C:9]1[CH:10]=[N:11][C:5]2[N:4]3[CH2:16][CH2:17][CH2:18][C@H:3]3[C:2](=[O:1])[NH:7][C:6]=2[CH:8]=1. (3) The product is: [CH3:8][O:7][C:5]([CH2:4][O:3][C:10]1[N:11]=[CH:12][C:13]([C:14]#[N:15])=[CH:16][CH:17]=1)=[O:6]. Given the reactants [H-].[Na+].[OH:3][CH2:4][C:5]([O:7][CH3:8])=[O:6].Br[C:10]1[CH:17]=[CH:16][C:13]([C:14]#[N:15])=[CH:12][N:11]=1.CCOC(C)=O, predict the reaction product. (4) The product is: [OH:24][CH2:23][C:21]1[CH:20]=[CH:19][C:18]2[N:14]([CH2:13][C@H:9]3[CH2:10][CH2:11][CH2:12][N:8]3[C:6]([O:5][C:1]([CH3:2])([CH3:4])[CH3:3])=[O:7])[C:15]([NH:27][C:28]([C:30]3[O:34][N:33]=[CH:32][CH:31]=3)=[O:29])=[N:16][C:17]=2[CH:22]=1. Given the reactants [C:1]([O:5][C:6]([N:8]1[CH2:12][CH2:11][CH2:10][C@@H:9]1[CH2:13][N:14]1[C:18]2[CH:19]=[CH:20][C:21]([C:23](OC)=[O:24])=[CH:22][C:17]=2[N:16]=[C:15]1[NH:27][C:28]([C:30]1[O:34][N:33]=[CH:32][CH:31]=1)=[O:29])=[O:7])([CH3:4])([CH3:3])[CH3:2].[H-].[H-].[H-].[H-].[Li+].[Al+3], predict the reaction product.